From a dataset of Full USPTO retrosynthesis dataset with 1.9M reactions from patents (1976-2016). Predict the reactants needed to synthesize the given product. (1) The reactants are: [OH:1][C:2]1[CH:3]=[C:4]([CH2:8][NH:9][C:10](=[O:18])[C:11]2[CH:16]=[CH:15][CH:14]=[N:13][C:12]=2[NH2:17])[CH:5]=[CH:6][CH:7]=1.[CH3:19][C:20]1[CH:25]=[CH:24][CH:23]=[CH:22][C:21]=1[CH2:26]Br.C(=O)([O-])[O-].[Cs+].[Cs+].CN(C=O)C. Given the product [CH3:19][C:20]1[CH:25]=[CH:24][CH:23]=[CH:22][C:21]=1[CH2:26][O:1][C:2]1[CH:3]=[C:4]([CH2:8][NH:9][C:10](=[O:18])[C:11]2[CH:16]=[CH:15][CH:14]=[N:13][C:12]=2[NH2:17])[CH:5]=[CH:6][CH:7]=1, predict the reactants needed to synthesize it. (2) The reactants are: [CH3:1][O:2][C:3](=[O:21])[CH2:4][NH:5][C:6]1[CH:7]=[N:8][CH:9]=[CH:10][C:11]=1[C:12]1[CH:17]=[CH:16][C:15]([F:18])=[CH:14][C:13]=1[O:19][CH3:20].[CH3:22][S:23]([C:26]1[CH:27]=[C:28]([CH:32]=[C:33]([C:35]([F:38])([F:37])[F:36])[CH:34]=1)[C:29](O)=[O:30])(=[O:25])=[O:24]. Given the product [CH3:1][O:2][C:3](=[O:21])[CH2:4][N:5]([C:6]1[CH:7]=[N:8][CH:9]=[CH:10][C:11]=1[C:12]1[CH:17]=[CH:16][C:15]([F:18])=[CH:14][C:13]=1[O:19][CH3:20])[C:29](=[O:30])[C:28]1[CH:32]=[C:33]([C:35]([F:38])([F:36])[F:37])[CH:34]=[C:26]([S:23]([CH3:22])(=[O:25])=[O:24])[CH:27]=1, predict the reactants needed to synthesize it. (3) Given the product [CH3:12][O:13][C:7](=[O:9])[C:2]1[CH:3]=[C:4]([Cl:16])[CH:5]=[CH:6][N:1]=1, predict the reactants needed to synthesize it. The reactants are: [N:1]1[CH:6]=[CH:5][CH:4]=[CH:3][C:2]=1[C:7]([OH:9])=O.[Br-].[Na+].[CH3:12][OH:13].S(Cl)([Cl:16])=O.